This data is from Full USPTO retrosynthesis dataset with 1.9M reactions from patents (1976-2016). The task is: Predict the reactants needed to synthesize the given product. (1) Given the product [CH:14]([NH:13][C:11]([C:10]1[C:4]2[C:5](=[N:6][CH:7]=[C:2]([NH:32][C:29]3[CH:28]=[CH:27][C:26]([CH3:25])=[CH:31][N:30]=3)[N:3]=2)[N:8]([CH2:17][O:18][CH2:19][CH2:20][Si:21]([CH3:24])([CH3:23])[CH3:22])[CH:9]=1)=[O:12])([CH3:16])[CH3:15], predict the reactants needed to synthesize it. The reactants are: Br[C:2]1[N:3]=[C:4]2[C:10]([C:11]([NH:13][CH:14]([CH3:16])[CH3:15])=[O:12])=[CH:9][N:8]([CH2:17][O:18][CH2:19][CH2:20][Si:21]([CH3:24])([CH3:23])[CH3:22])[C:5]2=[N:6][CH:7]=1.[CH3:25][C:26]1[CH:27]=[CH:28][C:29]([NH2:32])=[N:30][CH:31]=1.CC(C)([O-])C.[Na+].CN(C=O)C. (2) Given the product [OH:12][C:8]1[CH:7]=[C:6]([C:5]2[N:4]=[N:3][N:2]([CH2:21][C:22]([O:24][CH3:25])=[O:23])[N:1]=2)[CH:11]=[CH:10][CH:9]=1, predict the reactants needed to synthesize it. The reactants are: [N:1]1[NH:2][N:3]=[N:4][C:5]=1[C:6]1[CH:7]=[C:8]([OH:12])[CH:9]=[CH:10][CH:11]=1.CCN(CC)CC.Br[CH2:21][C:22]([O:24][CH3:25])=[O:23]. (3) Given the product [CH2:1]([O:3][C:4]1[CH:5]=[C:6]2[C:11](=[C:12]([NH:14][S:21]([C:15]3[CH:20]=[CH:19][CH:18]=[CH:17][CH:16]=3)(=[O:23])=[O:22])[CH:13]=1)[N:10]=[CH:9][CH:8]=[CH:7]2)[CH3:2], predict the reactants needed to synthesize it. The reactants are: [CH2:1]([O:3][C:4]1[CH:5]=[C:6]2[C:11](=[C:12]([NH2:14])[CH:13]=1)[N:10]=[CH:9][CH:8]=[CH:7]2)[CH3:2].[C:15]1([S:21](Cl)(=[O:23])=[O:22])[CH:20]=[CH:19][CH:18]=[CH:17][CH:16]=1. (4) Given the product [CH3:1][C:2]1[N:3]([C:8]2[N:13]=[C:12]([CH3:14])[C:11]([OH:17])=[C:10]([CH3:16])[N:9]=2)[C:4]([CH3:7])=[CH:5][CH:6]=1, predict the reactants needed to synthesize it. The reactants are: [CH3:1][C:2]1[N:3]([C:8]2[N:13]=[C:12]([CH3:14])[C:11](Br)=[C:10]([CH3:16])[N:9]=2)[C:4]([CH3:7])=[CH:5][CH:6]=1.[OH-:17].[K+].O. (5) Given the product [Cl:1][C:2]1[CH:3]=[CH:4][C:5]([CH2:6][NH:7][C:8]([C:10]2[C:11](=[O:23])[C:12]3[S:19][C:18]([CH2:20][N:27]([CH2:28][CH:29]([OH:37])[C:30]4[CH:35]=[CH:34][C:33]([OH:36])=[CH:32][CH:31]=4)[CH3:26])=[C:17]([CH3:22])[C:13]=3[N:14]([CH3:16])[CH:15]=2)=[O:9])=[CH:24][CH:25]=1, predict the reactants needed to synthesize it. The reactants are: [Cl:1][C:2]1[CH:25]=[CH:24][C:5]([CH2:6][NH:7][C:8]([C:10]2[C:11](=[O:23])[C:12]3[S:19][C:18]([CH2:20]Cl)=[C:17]([CH3:22])[C:13]=3[N:14]([CH3:16])[CH:15]=2)=[O:9])=[CH:4][CH:3]=1.[CH3:26][NH:27][CH2:28][CH:29]([OH:37])[C:30]1[CH:31]=[CH:32][C:33]([OH:36])=[CH:34][CH:35]=1.C(N(C(C)C)CC)(C)C.